This data is from Reaction yield outcomes from USPTO patents with 853,638 reactions. The task is: Predict the reaction yield, written as a fraction of the theoretical maximum amount of product (1.0 means a 100% yield; for example, 0.34 means a 34% yield). (1) The reactants are [CH3:1][O:2][C:3](=[O:13])[C:4]1[CH:9]=[C:8]([I:10])[C:7](O)=[CH:6][C:5]=1[CH3:12].[CH2:14](Br)[C:15]1[CH:20]=[CH:19][CH:18]=[CH:17][CH:16]=1.C(=O)([O-])[O-:23].[K+].[K+]. The catalyst is CN(C)C=O. The product is [CH3:1][O:2][C:3](=[O:13])[C:4]1[C:5]([CH3:12])=[CH:6][CH2:7][C:8]([O:23][CH2:14][C:15]2[CH:20]=[CH:19][CH:18]=[CH:17][CH:16]=2)([I:10])[CH:9]=1. The yield is 0.660. (2) The reactants are [Br:1][C:2]1[CH:3]=[CH:4][C:5]2[O:6][CH2:7][CH2:8][NH:9][C:10]=2[N:11]=1.[NH2:12][C:13]1[CH:18]=[CH:17][N:16]=[CH:15][CH:14]=1.N[C:20](N)=[O:21]. No catalyst specified. The product is [Br:1][C:2]1[CH:3]=[CH:4][C:5]2[O:6][CH2:7][CH2:8][N:9]([C:20]([NH:12][C:13]3[CH:18]=[CH:17][N:16]=[CH:15][CH:14]=3)=[O:21])[C:10]=2[N:11]=1. The yield is 0.620. (3) The reactants are [OH:1][C@@H:2]1[CH2:6][CH2:5][N:4]([CH:7]2[CH2:12][CH2:11][N:10]([C:13]([O:15][C:16]([CH3:19])([CH3:18])[CH3:17])=[O:14])[CH2:9][CH2:8]2)[C:3]1=[O:20].C(N(CC)CC)C.[CH3:28][S:29](Cl)(=[O:31])=[O:30]. The catalyst is C1COCC1. The product is [CH3:28][S:29]([O:1][C@@H:2]1[CH2:6][CH2:5][N:4]([CH:7]2[CH2:8][CH2:9][N:10]([C:13]([O:15][C:16]([CH3:17])([CH3:19])[CH3:18])=[O:14])[CH2:11][CH2:12]2)[C:3]1=[O:20])(=[O:31])=[O:30]. The yield is 0.976. (4) The reactants are [NH2:1][C:2]1[C:3]([C:18]([NH:20][C:21]2[C:26]([N:27]3[CH2:32][CH2:31][C:30]([NH:42]C(=O)OC(C)(C)C)([CH2:33][O:34][Si](C(C)(C)C)(C)C)[CH2:29][CH2:28]3)=[CH:25][CH:24]=[CH:23][N:22]=2)=[O:19])=[N:4][C:5]([C:8]2[C:13]([C:14]([F:17])([F:16])[F:15])=[CH:12][CH:11]=[CH:10][N:9]=2)=[CH:6][N:7]=1.FC(F)(F)C(O)=O. No catalyst specified. The product is [NH2:1][C:2]1[C:3]([C:18]([NH:20][C:21]2[C:26]([N:27]3[CH2:28][CH2:29][C:30]([NH2:42])([CH2:33][OH:34])[CH2:31][CH2:32]3)=[CH:25][CH:24]=[CH:23][N:22]=2)=[O:19])=[N:4][C:5]([C:8]2[C:13]([C:14]([F:16])([F:15])[F:17])=[CH:12][CH:11]=[CH:10][N:9]=2)=[CH:6][N:7]=1. The yield is 0.210.